From a dataset of Catalyst prediction with 721,799 reactions and 888 catalyst types from USPTO. Predict which catalyst facilitates the given reaction. (1) Reactant: [Br-:1].[Br-].[Br-].C([N+](CCCC)(CCCC)CCCC)CCC.C([N+](CCCC)(CCCC)CCCC)CCC.C([N+](CCCC)(CCCC)CCCC)CCC.[CH2:55]([C:57]1[CH:62]=[CH:61][CH:60]=[CH:59][C:58]=1[OH:63])[CH3:56]. Product: [Br:1][C:61]1[CH:60]=[CH:59][C:58]([OH:63])=[C:57]([CH2:55][CH3:56])[CH:62]=1. The catalyst class is: 22. (2) Reactant: Br[C:2]1[CH:7]=[CH:6][C:5]([C@H:8]([C:19]2[CH:24]=[CH:23][CH:22]=[CH:21][C:20]=2[CH3:25])[CH2:9][C:10]([C:12]2[CH:17]=[CH:16][N:15]=[C:14]([CH3:18])[CH:13]=2)=[O:11])=[CH:4][CH:3]=1.[NH:26]1[CH2:30][CH2:29][CH2:28][C:27]1=[O:31].C1(P(C2C=CC=CC=2)C2C3OC4C(=CC=CC=4P(C4C=CC=CC=4)C4C=CC=CC=4)C(C)(C)C=3C=CC=2)C=CC=CC=1.C(=O)([O-])[O-].[Cs+].[Cs+]. Product: [CH3:18][C:14]1[CH:13]=[C:12]([C:10](=[O:11])[CH2:9][C@H:8]([C:5]2[CH:6]=[CH:7][C:2]([N:26]3[CH2:30][CH2:29][CH2:28][C:27]3=[O:31])=[CH:3][CH:4]=2)[C:19]2[CH:24]=[CH:23][CH:22]=[CH:21][C:20]=2[CH3:25])[CH:17]=[CH:16][N:15]=1. The catalyst class is: 62.